From a dataset of Forward reaction prediction with 1.9M reactions from USPTO patents (1976-2016). Predict the product of the given reaction. (1) Given the reactants CCN(CC)CC.[CH3:8][C:9]1[CH:15]=[C:14]([O:16][CH3:17])[CH:13]=[CH:12][C:10]=1[NH2:11].Cl[CH2:19][CH2:20][CH2:21][C:22](Cl)=[O:23].CC([O-])(C)C.[K+], predict the reaction product. The product is: [CH3:8][C:9]1[CH:15]=[C:14]([O:16][CH3:17])[CH:13]=[CH:12][C:10]=1[N:11]1[CH2:19][CH2:20][CH2:21][C:22]1=[O:23]. (2) Given the reactants [CH:1](OCC)(OCC)OCC.[CH3:11][C:12]1([CH3:20])[O:19][C:17](=[O:18])[CH2:16][C:14](=[O:15])[O:13]1.[Br:21][C:22]1[CH:23]=[C:24]([CH:26]=[CH:27][CH:28]=1)[NH2:25], predict the reaction product. The product is: [Br:21][C:22]1[CH:23]=[C:24]([N:25]=[CH:1][CH:16]2[C:17](=[O:18])[O:19][C:12]([CH3:20])([CH3:11])[O:13][C:14]2=[O:15])[CH:26]=[CH:27][CH:28]=1. (3) Given the reactants Cl[C:2]1[N:3]=[C:4]([N:24]2[CH2:29][CH2:28][O:27][CH2:26][CH2:25]2)[C:5]2[S:10][C:9]([C:11]3[CH:12]=[CH:13][C:14]([O:17][CH2:18][CH2:19][O:20][CH2:21][CH2:22][OH:23])=[N:15][CH:16]=3)=[CH:8][C:6]=2[N:7]=1.CC1(C)C(C)(C)OB([C:38]2[CH:39]=[N:40][C:41]([NH2:44])=[N:42][CH:43]=2)O1.C([O-])([O-])=O.[Na+].[Na+], predict the reaction product. The product is: [NH2:44][C:41]1[N:42]=[CH:43][C:38]([C:2]2[N:3]=[C:4]([N:24]3[CH2:29][CH2:28][O:27][CH2:26][CH2:25]3)[C:5]3[S:10][C:9]([C:11]4[CH:12]=[CH:13][C:14]([O:17][CH2:18][CH2:19][O:20][CH2:21][CH2:22][OH:23])=[N:15][CH:16]=4)=[CH:8][C:6]=3[N:7]=2)=[CH:39][N:40]=1. (4) Given the reactants C([BH3-])#N.[Na+].[CH2:5]([O:12][CH2:13][N:14]1[C:22]2[C:21]([O:23][CH3:24])=[N:20][CH:19]=[N:18][C:17]=2[C:16]([CH:25]=O)=[CH:15]1)[C:6]1[CH:11]=[CH:10][CH:9]=[CH:8][CH:7]=1.[NH2:27][C:28]([CH2:33][OH:34])([CH2:31][OH:32])[CH2:29][OH:30], predict the reaction product. The product is: [CH2:5]([O:12][CH2:13][N:14]1[C:22]2[C:21]([O:23][CH3:24])=[N:20][CH:19]=[N:18][C:17]=2[C:16]([CH2:25][NH:27][C:28]([CH2:33][OH:34])([CH2:31][OH:32])[CH2:29][OH:30])=[CH:15]1)[C:6]1[CH:7]=[CH:8][CH:9]=[CH:10][CH:11]=1. (5) Given the reactants [CH:1]([OH:3])=[O:2].[NH2:4][C:5]1[C:10]([NH:11][C:12](=[O:15])[CH2:13][CH3:14])=[C:9]([NH2:16])[N:8]=[C:7]([C:17]2[N:18]=[C:19]([CH2:26][C:27]3[CH:32]=[CH:31][CH:30]=[CH:29][C:28]=3[F:33])[N:20]3[C:25]=2[CH:24]=[CH:23][CH:22]=[N:21]3)[N:6]=1.[CH3:34][Si]([N-][Si](C)(C)C)(C)C.[Na+].CI, predict the reaction product. The product is: [CH:1]([OH:3])=[O:2].[NH2:4][C:5]1[C:10]([N:11]([CH3:34])[C:12](=[O:15])[CH2:13][CH3:14])=[C:9]([NH2:16])[N:8]=[C:7]([C:17]2[N:18]=[C:19]([CH2:26][C:27]3[CH:32]=[CH:31][CH:30]=[CH:29][C:28]=3[F:33])[N:20]3[C:25]=2[CH:24]=[CH:23][CH:22]=[N:21]3)[N:6]=1. (6) The product is: [NH2:48][CH:45]1[CH2:44][CH2:43][N:42]([CH2:41][C:39]2[CH:38]=[N:37][N:36]([CH2:35][C@@H:27]3[C@H:26]([NH:25][C:23](=[O:24])/[C:22](=[N:21]\[O:20][C:17]4([C:15]([OH:16])=[O:14])[CH2:18][CH2:19]4)/[C:56]4[N:57]=[C:58]([NH2:61])[S:59][CH:60]=4)[C:29](=[O:30])[N:28]3[S:31]([OH:34])(=[O:32])=[O:33])[N:40]=2)[CH2:47][CH2:46]1. Given the reactants C([O:14][C:15]([C:17]1([O:20]/[N:21]=[C:22](/[C:56]2[N:57]=[C:58]([NH:61]C(OC(C)(C)C)=O)[S:59][CH:60]=2)\[C:23]([NH:25][C@@H:26]2[C:29](=[O:30])[N:28]([S:31]([OH:34])(=[O:33])=[O:32])[C@@H:27]2[CH2:35][N:36]2[N:40]=[C:39]([CH2:41][N:42]3[CH2:47][CH2:46][CH:45]([NH:48]C(OC(C)(C)C)=O)[CH2:44][CH2:43]3)[CH:38]=[N:37]2)=[O:24])[CH2:19][CH2:18]1)=[O:16])(C1C=CC=CC=1)C1C=CC=CC=1.C1(OC)C=CC=CC=1.C(O)(C(F)(F)F)=O, predict the reaction product.